Dataset: Peptide-MHC class I binding affinity with 185,985 pairs from IEDB/IMGT. Task: Regression. Given a peptide amino acid sequence and an MHC pseudo amino acid sequence, predict their binding affinity value. This is MHC class I binding data. (1) The peptide sequence is RVYLQGHGY. The MHC is HLA-B08:01 with pseudo-sequence HLA-B08:01. The binding affinity (normalized) is 0.0847. (2) The peptide sequence is DHLKEKSSL. The MHC is HLA-B15:17 with pseudo-sequence HLA-B15:17. The binding affinity (normalized) is 0.0847. (3) The MHC is HLA-A68:01 with pseudo-sequence HLA-A68:01. The binding affinity (normalized) is 0.557. The peptide sequence is RTSKASLER. (4) The peptide sequence is HLLCQAFSV. The MHC is HLA-A02:12 with pseudo-sequence HLA-A02:12. The binding affinity (normalized) is 1.00.